This data is from NCI-60 drug combinations with 297,098 pairs across 59 cell lines. The task is: Regression. Given two drug SMILES strings and cell line genomic features, predict the synergy score measuring deviation from expected non-interaction effect. (1) Drug 1: CC1=C(C=C(C=C1)NC2=NC=CC(=N2)N(C)C3=CC4=NN(C(=C4C=C3)C)C)S(=O)(=O)N.Cl. Drug 2: C1=NC2=C(N=C(N=C2N1C3C(C(C(O3)CO)O)F)Cl)N. Cell line: SK-MEL-28. Synergy scores: CSS=15.5, Synergy_ZIP=2.83, Synergy_Bliss=3.46, Synergy_Loewe=-23.1, Synergy_HSA=1.15. (2) Drug 1: COC1=C(C=C2C(=C1)N=CN=C2NC3=CC(=C(C=C3)F)Cl)OCCCN4CCOCC4. Drug 2: CN(CC1=CN=C2C(=N1)C(=NC(=N2)N)N)C3=CC=C(C=C3)C(=O)NC(CCC(=O)O)C(=O)O. Cell line: MDA-MB-231. Synergy scores: CSS=1.81, Synergy_ZIP=-0.00548, Synergy_Bliss=6.29, Synergy_Loewe=0.136, Synergy_HSA=-0.338. (3) Drug 1: CC1=C(C(CCC1)(C)C)C=CC(=CC=CC(=CC(=O)O)C)C. Drug 2: CC(C)CN1C=NC2=C1C3=CC=CC=C3N=C2N. Cell line: SK-MEL-28. Synergy scores: CSS=1.67, Synergy_ZIP=-0.620, Synergy_Bliss=-0.245, Synergy_Loewe=-1.08, Synergy_HSA=-1.15. (4) Drug 1: CCN(CC)CCCC(C)NC1=C2C=C(C=CC2=NC3=C1C=CC(=C3)Cl)OC. Drug 2: CC(C)NC(=O)C1=CC=C(C=C1)CNNC.Cl. Cell line: UACC-257. Synergy scores: CSS=30.6, Synergy_ZIP=17.9, Synergy_Bliss=18.1, Synergy_Loewe=14.4, Synergy_HSA=15.5. (5) Drug 1: C1CC(=O)NC(=O)C1N2CC3=C(C2=O)C=CC=C3N. Drug 2: C(CCl)NC(=O)N(CCCl)N=O. Cell line: HS 578T. Synergy scores: CSS=4.67, Synergy_ZIP=-0.629, Synergy_Bliss=0.672, Synergy_Loewe=-4.14, Synergy_HSA=-0.847.